This data is from Forward reaction prediction with 1.9M reactions from USPTO patents (1976-2016). The task is: Predict the product of the given reaction. (1) Given the reactants [Cl:1][C:2]1[CH:3]=[C:4]([NH:11][S:12]([C:15]2[CH:20]=[CH:19][C:18]([Cl:21])=[C:17]([C:22]([F:25])([F:24])[F:23])[CH:16]=2)(=[O:14])=[O:13])[C:5]([C:8]([OH:10])=O)=[N:6][CH:7]=1.[CH3:26][C:27]1([CH3:34])[CH:32]([OH:33])[CH2:31][CH2:30][NH:29][CH2:28]1.CN(C(ON1N=NC2C=CC=NC1=2)=[N+](C)C)C.F[P-](F)(F)(F)(F)F.CCN(C(C)C)C(C)C, predict the reaction product. The product is: [Cl:21][C:18]1[CH:19]=[CH:20][C:15]([S:12]([NH:11][C:4]2[C:5]([C:8]([N:29]3[CH2:30][CH2:31][C@H:32]([OH:33])[C:27]([CH3:34])([CH3:26])[CH2:28]3)=[O:10])=[N:6][CH:7]=[C:2]([Cl:1])[CH:3]=2)(=[O:13])=[O:14])=[CH:16][C:17]=1[C:22]([F:24])([F:25])[F:23]. (2) Given the reactants CC([O-])(C)C.[K+].[S:7]1[CH:11]=[CH:10][CH:9]=[C:8]1[C:12]1[CH:17]=[CH:16][CH:15]=[CH:14][N:13]=1.[SiH:18]([CH2:23][CH3:24])([CH2:21][CH3:22])[CH2:19][CH3:20], predict the reaction product. The product is: [CH2:19]([Si:18]([CH2:23][CH3:24])([CH2:21][CH3:22])[C:11]1[S:7][C:8]([C:12]2[CH:17]=[CH:16][CH:15]=[CH:14][N:13]=2)=[CH:9][CH:10]=1)[CH3:20]. (3) Given the reactants [Si:1]([O:8][CH:9]1[CH2:14][CH2:13][CH2:12][CH:11]([NH:15][C:16]([NH:18][C:19](=[O:25])/[C:20](/[CH3:24])=[CH:21]/OC)=[O:17])[CH2:10]1)([C:4]([CH3:7])([CH3:6])[CH3:5])([CH3:3])[CH3:2].N, predict the reaction product. The product is: [Si:1]([O:8][CH:9]1[CH2:14][CH2:13][CH2:12][CH:11]([N:15]2[CH:24]=[C:20]([CH3:21])[C:19](=[O:25])[NH:18][C:16]2=[O:17])[CH2:10]1)([C:4]([CH3:7])([CH3:5])[CH3:6])([CH3:2])[CH3:3].